Dataset: Forward reaction prediction with 1.9M reactions from USPTO patents (1976-2016). Task: Predict the product of the given reaction. (1) The product is: [CH3:1][C:2]1([CH3:24])[CH2:8][CH2:7][CH2:6][N:5]([CH2:9][CH2:10][N:11]2[CH2:12][CH2:13][CH2:14][CH2:15]2)[C:4]2[CH:17]=[C:18]([N+:21]([O-:23])=[O:22])[CH:19]=[CH:20][C:3]1=2. Given the reactants [CH3:1][C:2]1([CH3:24])[CH2:8][CH2:7][CH2:6][N:5]([C:9](=O)[CH2:10][N:11]2[CH2:15][CH2:14][CH2:13][CH2:12]2)[C:4]2[CH:17]=[C:18]([N+:21]([O-:23])=[O:22])[CH:19]=[CH:20][C:3]1=2.Cl, predict the reaction product. (2) Given the reactants [CH:1]1([CH2:4][NH2:5])[CH2:3][CH2:2]1.C(N(CC)CC)C.Cl.[F:14][C:15]([F:49])([F:48])[C:16]1[CH:21]=[C:20]([C:22]2[CH:27]=[CH:26][C:25]([C:28]([F:31])([F:30])[F:29])=[CH:24][CH:23]=2)[N:19]=[C:18]([C:32]2[CH:37]=[CH:36][N:35]=[C:34]([C:38]3[CH:39]=[C:40]([S:44](Cl)(=[O:46])=[O:45])[CH:41]=[CH:42][CH:43]=3)[CH:33]=2)[N:17]=1, predict the reaction product. The product is: [CH:1]1([CH2:4][NH:5][S:44]([C:40]2[CH:41]=[CH:42][CH:43]=[C:38]([C:34]3[CH:33]=[C:32]([C:18]4[N:17]=[C:16]([C:15]([F:14])([F:48])[F:49])[CH:21]=[C:20]([C:22]5[CH:27]=[CH:26][C:25]([C:28]([F:31])([F:29])[F:30])=[CH:24][CH:23]=5)[N:19]=4)[CH:37]=[CH:36][N:35]=3)[CH:39]=2)(=[O:45])=[O:46])[CH2:3][CH2:2]1. (3) Given the reactants [I:1][C:2]1[C:10]2[C:5](=[N:6][CH:7]=[N:8][C:9]=2[NH2:11])[NH:4][N:3]=1.Br[CH2:13][C:14]1[O:15][C:16](=[O:30])[C:17]2[C:22]([C:23]=1[C:24]1[CH:29]=[CH:28][CH:27]=[CH:26][CH:25]=1)=[CH:21][CH:20]=[CH:19][CH:18]=2.C([O-])([O-])=O.[K+].[K+], predict the reaction product. The product is: [NH2:11][C:9]1[N:8]=[CH:7][N:6]=[C:5]2[N:4]([CH2:13][C:14]3[O:15][C:16](=[O:30])[C:17]4[C:22]([C:23]=3[C:24]3[CH:25]=[CH:26][CH:27]=[CH:28][CH:29]=3)=[CH:21][CH:20]=[CH:19][CH:18]=4)[N:3]=[C:2]([I:1])[C:10]=12. (4) Given the reactants [N:1]1[CH:6]=[CH:5][CH:4]=[CH:3][C:2]=1[C:7]1[O:8][C:9]([C:12]2[CH:17]=[CH:16][CH:15]=[C:14](I)[CH:13]=2)=[N:10][N:11]=1.[CH3:19][N:20](C)C=O, predict the reaction product. The product is: [N:1]1[CH:6]=[CH:5][CH:4]=[CH:3][C:2]=1[C:7]1[O:8][C:9]([C:12]2[CH:17]=[CH:16][CH:15]=[C:14]([C:19]#[N:20])[CH:13]=2)=[N:10][N:11]=1. (5) The product is: [N:21]1[CH:20]=[CH:19][N:17]2[CH:18]=[C:13]([CH:11]([C:8]3[N:6]4[N:7]=[C:2]([C:26]5[CH:25]=[N:24][N:23]([CH3:22])[CH:27]=5)[CH:3]=[CH:4][C:5]4=[N:10][CH:9]=3)[OH:12])[CH:14]=[CH:15][C:16]=12. Given the reactants Cl[C:2]1[CH:3]=[CH:4][C:5]2[N:6]([C:8]([CH:11]([C:13]3[CH:14]=[CH:15][C:16]4[N:17]([CH:19]=[CH:20][N:21]=4)[CH:18]=3)[OH:12])=[CH:9][N:10]=2)[N:7]=1.[CH3:22][N:23]1[CH:27]=[C:26](B2OC(C)(C)C(C)(C)O2)[CH:25]=[N:24]1.C([O-])([O-])=O.[K+].[K+].COCCOC, predict the reaction product. (6) Given the reactants [CH3:1][O:2][C:3]1[CH:4]=[C:5]2[C:10](=[CH:11][C:12]=1[O:13][CH3:14])[N:9]=[CH:8][CH:7]=[C:6]2[O:15][C:16]1[CH:22]=[CH:21][C:19]([NH2:20])=[CH:18][CH:17]=1.C1(C)C=CC=CC=1.C(N(CC)CC)C.Cl[C:38](Cl)([O:40]C(=O)OC(Cl)(Cl)Cl)Cl.[Cl:49][C:50]1[CH:58]=[CH:57][CH:56]=[CH:55][C:51]=1[CH:52]([OH:54])[CH3:53], predict the reaction product. The product is: [CH3:1][O:2][C:3]1[CH:4]=[C:5]2[C:10](=[CH:11][C:12]=1[O:13][CH3:14])[N:9]=[CH:8][CH:7]=[C:6]2[O:15][C:16]1[CH:22]=[CH:21][C:19]([NH:20][C:38](=[O:40])[O:54][CH:52]([C:51]2[CH:55]=[CH:56][CH:57]=[CH:58][C:50]=2[Cl:49])[CH3:53])=[CH:18][CH:17]=1.